Dataset: Peptide-MHC class I binding affinity with 185,985 pairs from IEDB/IMGT. Task: Regression. Given a peptide amino acid sequence and an MHC pseudo amino acid sequence, predict their binding affinity value. This is MHC class I binding data. (1) The peptide sequence is RTWKVLSIMA. The MHC is HLA-A68:02 with pseudo-sequence HLA-A68:02. The binding affinity (normalized) is 0.167. (2) The peptide sequence is GEPDARYEI. The MHC is HLA-B40:01 with pseudo-sequence HLA-B40:01. The binding affinity (normalized) is 0.606. (3) The peptide sequence is LMFKHLLHP. The MHC is HLA-B15:01 with pseudo-sequence HLA-B15:01. The binding affinity (normalized) is 0.571. (4) The peptide sequence is QIFEVYWYL. The MHC is H-2-Db with pseudo-sequence H-2-Db. The binding affinity (normalized) is 0.229. (5) The peptide sequence is IVSHLRAST. The MHC is HLA-A02:03 with pseudo-sequence HLA-A02:03. The binding affinity (normalized) is 0.137. (6) The peptide sequence is CQLAKTCPV. The MHC is HLA-A02:03 with pseudo-sequence HLA-A02:03. The binding affinity (normalized) is 0.541.